This data is from Catalyst prediction with 721,799 reactions and 888 catalyst types from USPTO. The task is: Predict which catalyst facilitates the given reaction. (1) Reactant: [CH2:1]([O:3][C:4]([C:6]1([NH:19]C(OCC2C=CC=CC=2)=O)[CH2:11][CH2:10][N:9]([C:12]([O:14][C:15]([CH3:18])([CH3:17])[CH3:16])=[O:13])[CH2:8][CH2:7]1)=[O:5])[CH3:2]. Product: [CH2:1]([O:3][C:4]([C:6]1([NH2:19])[CH2:11][CH2:10][N:9]([C:12]([O:14][C:15]([CH3:18])([CH3:17])[CH3:16])=[O:13])[CH2:8][CH2:7]1)=[O:5])[CH3:2]. The catalyst class is: 29. (2) Reactant: [C:1]([O:5][C:6]([N:8]1[CH2:13][CH:12]=[C:11]([C:14]2[C:22]3[C:17](=[CH:18][N:19]=[C:20]([C:23]4[C:28]([CH2:29][CH3:30])=[CH:27][CH:26]=[CH:25][C:24]=4[CH2:31][CH3:32])[CH:21]=3)[N:16]([CH:33]([CH2:37][CH2:38][CH3:39])[CH2:34][CH2:35][CH3:36])[CH:15]=2)[CH2:10][CH2:9]1)=[O:7])([CH3:4])([CH3:3])[CH3:2]. Product: [C:1]([O:5][C:6]([N:8]1[CH2:9][CH2:10][CH:11]([C:14]2[C:22]3[C:17](=[CH:18][N:19]=[C:20]([C:23]4[C:24]([CH2:31][CH3:32])=[CH:25][CH:26]=[CH:27][C:28]=4[CH2:29][CH3:30])[CH:21]=3)[N:16]([CH:33]([CH2:37][CH2:38][CH3:39])[CH2:34][CH2:35][CH3:36])[CH:15]=2)[CH2:12][CH2:13]1)=[O:7])([CH3:2])([CH3:4])[CH3:3]. The catalyst class is: 50. (3) Reactant: [CH:1](OCC)=O.[C:6](#[N:11])[CH2:7][CH2:8][C:9]#[N:10].C[O-].[Na+].[F:15][C:16]([F:22])([F:21])[C:17]([CH3:20])([NH2:19])[CH3:18].C(O)(=O)C. Product: [F:15][C:16]([F:22])([F:21])[C:17]([NH:19][CH:1]=[C:8]([CH2:7][C:6]#[N:11])[C:9]#[N:10])([CH3:20])[CH3:18]. The catalyst class is: 11. (4) Reactant: Cl.[CH2:2]([O:9][C:10](=[O:16])[C@@H:11]([NH2:15])[CH2:12][CH2:13][Br:14])[C:3]1[CH:8]=[CH:7][CH:6]=[CH:5][CH:4]=1.C(N(CC)CC)C.[CH3:24][C:25]([O:28][C:29](O[C:29]([O:28][C:25]([CH3:27])([CH3:26])[CH3:24])=[O:30])=[O:30])([CH3:27])[CH3:26]. Product: [CH2:2]([O:9][C:10](=[O:16])[C@@H:11]([NH:15][C:29]([O:28][C:25]([CH3:27])([CH3:26])[CH3:24])=[O:30])[CH2:12][CH2:13][Br:14])[C:3]1[CH:8]=[CH:7][CH:6]=[CH:5][CH:4]=1. The catalyst class is: 1. (5) Reactant: Br.Br[CH:3]([C:5]1[CH:6]=[C:7]([C:23]([N:25]([CH3:27])[CH3:26])=[O:24])[CH:8]=[C:9]2[C:14]=1[O:13][C:12]([N:15]1[CH2:20][CH2:19][O:18][C@H:17]([CH3:21])[CH2:16]1)=[CH:11][C:10]2=[O:22])[CH3:4].[F:28][C:29]1[CH:35]=[CH:34][C:32]([NH2:33])=[CH:31][CH:30]=1. Product: [F:28][C:29]1[CH:35]=[CH:34][C:32]([NH:33][CH:3]([C:5]2[CH:6]=[C:7]([C:23]([N:25]([CH3:27])[CH3:26])=[O:24])[CH:8]=[C:9]3[C:14]=2[O:13][C:12]([N:15]2[CH2:20][CH2:19][O:18][C@H:17]([CH3:21])[CH2:16]2)=[CH:11][C:10]3=[O:22])[CH3:4])=[CH:31][CH:30]=1. The catalyst class is: 44. (6) Reactant: [H-].[Na+].[CH3:3][C:4]1[C:13]([CH3:14])=[C:12](O)[C:11]2[C:6](=[C:7]([F:20])[CH:8]=[C:9]([C:16]([CH3:19])([CH3:18])[CH3:17])[CH:10]=2)[N:5]=1.[C:21]([O:24][CH2:25][C:26](Cl)=[O:27])(=[O:23])[CH3:22]. Product: [CH3:3][C:4]1[C:13]([CH3:14])=[C:12]([C:26](=[O:27])[CH2:25][O:24][C:21](=[O:23])[CH3:22])[C:11]2[C:6](=[C:7]([F:20])[CH:8]=[C:9]([C:16]([CH3:19])([CH3:18])[CH3:17])[CH:10]=2)[N:5]=1. The catalyst class is: 7. (7) Reactant: [CH2:1]([C@H:3]1[CH2:8][CH2:7][C@H:6]([CH:9]2[CH2:14][CH2:13][CH:12]([CH:15]3[CH2:20][CH2:19][C:18](=[O:21])[CH:17]=[CH:16]3)[CH2:11][CH2:10]2)[CH2:5][CH2:4]1)[CH3:2].[Cl-].[NH4+]. Product: [CH2:1]([C@H:3]1[CH2:4][CH2:5][C@H:6]([CH:9]2[CH2:14][CH2:13][CH:12]([CH:15]3[CH2:20][CH2:19][C:18]([CH2:2][CH2:1][CH2:3][CH2:4][CH3:5])([OH:21])[CH:17]=[CH:16]3)[CH2:11][CH2:10]2)[CH2:7][CH2:8]1)[CH3:2]. The catalyst class is: 1. (8) Reactant: Br[CH:2]([CH:5]1[CH2:10][CH2:9][N:8]([C:11]([O:13][C:14]([CH3:17])([CH3:16])[CH3:15])=[O:12])[CH2:7][CH2:6]1)[CH:3]=O.[CH3:18][NH:19][C:20]([NH:22][CH3:23])=[S:21]. Product: [CH3:23][N:22]1[CH:3]=[C:2]([CH:5]2[CH2:10][CH2:9][N:8]([C:11]([O:13][C:14]([CH3:17])([CH3:16])[CH3:15])=[O:12])[CH2:7][CH2:6]2)[S:21]/[C:20]/1=[N:19]\[CH3:18]. The catalyst class is: 8. (9) Reactant: [F:1][C:2]1[CH:7]=[C:6]([CH2:8]O)[CH:5]=[C:4]([NH:10][CH2:11][C:12]2[CH:17]=[CH:16][C:15]([O:18][CH3:19])=[CH:14][CH:13]=2)[N:3]=1.C(N(CC)CC)C.CS(Cl)(=O)=O.[CH3:32][C:33]1[CH:34]=[C:35]([CH:49]=[C:50]([CH3:52])[CH:51]=1)[C:36]([C:38]1[NH:43][C:42](=[O:44])[NH:41][C:40](=[O:45])[C:39]=1[CH:46]([CH3:48])[CH3:47])=[O:37].C(=O)([O-])[O-].[K+].[K+].[I-].[Li+]. Product: [CH3:52][C:50]1[CH:49]=[C:35]([CH:34]=[C:33]([CH3:32])[CH:51]=1)[C:36]([C:38]1[N:43]([CH2:8][C:6]2[CH:5]=[C:4]([NH:10][CH2:11][C:12]3[CH:17]=[CH:16][C:15]([O:18][CH3:19])=[CH:14][CH:13]=3)[N:3]=[C:2]([F:1])[CH:7]=2)[C:42](=[O:44])[NH:41][C:40](=[O:45])[C:39]=1[CH:46]([CH3:48])[CH3:47])=[O:37]. The catalyst class is: 794.